From a dataset of Forward reaction prediction with 1.9M reactions from USPTO patents (1976-2016). Predict the product of the given reaction. (1) Given the reactants [NH2:1][CH2:2][CH2:3][OH:4].[CH3:5][Si:6]([CH3:21])([CH2:15][CH2:16][Si:17]([CH3:20])([CH3:19])[CH3:18])[CH2:7][CH2:8][CH2:9][O:10][CH2:11][CH:12]1[CH2:14][O:13]1, predict the reaction product. The product is: [CH3:5][Si:6]([CH3:21])([CH2:15][CH2:16][Si:17]([CH3:20])([CH3:19])[CH3:18])[CH2:7][CH2:8][CH2:9][O:10][CH2:11][CH:12]([OH:13])[CH2:14][NH:1][CH2:2][CH2:3][OH:4]. (2) Given the reactants [NH2:1][CH2:2][C@@H:3]1[CH2:7][CH2:6][N:5]([C:8]([O:10][C:11]([CH3:14])([CH3:13])[CH3:12])=[O:9])[CH2:4]1.C(N(CC)CC)C.[CH2:22]([O:29][C:30](ON1C(=O)CCC1=O)=[O:31])[C:23]1[CH:28]=[CH:27][CH:26]=[CH:25][CH:24]=1, predict the reaction product. The product is: [C:23]1([CH2:22][O:29][C:30]([NH:1][CH2:2][C@@H:3]2[CH2:7][CH2:6][N:5]([C:8]([O:10][C:11]([CH3:14])([CH3:13])[CH3:12])=[O:9])[CH2:4]2)=[O:31])[CH:28]=[CH:27][CH:26]=[CH:25][CH:24]=1.